This data is from Peptide-MHC class II binding affinity with 134,281 pairs from IEDB. The task is: Regression. Given a peptide amino acid sequence and an MHC pseudo amino acid sequence, predict their binding affinity value. This is MHC class II binding data. (1) The peptide sequence is EKKYFAATQFEPTAA. The MHC is HLA-DPA10103-DPB10401 with pseudo-sequence HLA-DPA10103-DPB10401. The binding affinity (normalized) is 0.961. (2) The peptide sequence is RMFSSTLRAAVPWYA. The MHC is HLA-DQA10301-DQB10302 with pseudo-sequence HLA-DQA10301-DQB10302. The binding affinity (normalized) is 0.238. (3) The peptide sequence is DYLKAQQNRRFMIYV. The MHC is DRB5_0101 with pseudo-sequence DRB5_0101. The binding affinity (normalized) is 0.434. (4) The peptide sequence is GGFFTSVGKGIHTVF. The MHC is DRB3_0202 with pseudo-sequence DRB3_0202. The binding affinity (normalized) is 0.596. (5) The binding affinity (normalized) is 0.323. The peptide sequence is SDYVYQPFPKTVWEQ. The MHC is HLA-DPA10301-DPB10402 with pseudo-sequence HLA-DPA10301-DPB10402. (6) The peptide sequence is GAEVHIGNGGPCLFM. The MHC is DRB1_0405 with pseudo-sequence DRB1_0405. The binding affinity (normalized) is 0.0484. (7) The peptide sequence is EKKYFASTQFEPLAA. The MHC is HLA-DPA10201-DPB11401 with pseudo-sequence HLA-DPA10201-DPB11401. The binding affinity (normalized) is 0.836. (8) The peptide sequence is PYPQPQLPY. The MHC is DRB1_0701 with pseudo-sequence DRB1_0701. The binding affinity (normalized) is 0.